Regression. Given a peptide amino acid sequence and an MHC pseudo amino acid sequence, predict their binding affinity value. This is MHC class II binding data. From a dataset of Peptide-MHC class II binding affinity with 134,281 pairs from IEDB. (1) The peptide sequence is QAAVVRFQEAANKQK. The MHC is DRB1_0101 with pseudo-sequence DRB1_0101. The binding affinity (normalized) is 0.623. (2) The peptide sequence is TDISEMGANFKADRV. The MHC is DRB4_0101 with pseudo-sequence DRB4_0103. The binding affinity (normalized) is 0.0347. (3) The MHC is DRB4_0101 with pseudo-sequence DRB4_0103. The peptide sequence is LPISPLSNSLLRHHNMVYAT. The binding affinity (normalized) is 0.330. (4) The peptide sequence is VLRTKLMSTRRVLER. The MHC is DRB1_0101 with pseudo-sequence DRB1_0101. The binding affinity (normalized) is 1.00. (5) The peptide sequence is IPVMAYLVGLFAWVL. The MHC is DRB3_0101 with pseudo-sequence DRB3_0101. The binding affinity (normalized) is 0.0400. (6) The peptide sequence is KGSNPNYLALLVKYV. The MHC is DRB1_0404 with pseudo-sequence DRB1_0404. The binding affinity (normalized) is 0.680.